This data is from HIV replication inhibition screening data with 41,000+ compounds from the AIDS Antiviral Screen. The task is: Binary Classification. Given a drug SMILES string, predict its activity (active/inactive) in a high-throughput screening assay against a specified biological target. (1) The drug is COC(=O)C1CCC(=O)N1CN(C(C)=O)c1ccccc1Cl. The result is 0 (inactive). (2) The compound is O=C1OC(C2Cc3cc4c(cc3C2=O)CCC4)c2ccccc21. The result is 0 (inactive).